The task is: Regression/Classification. Given a drug SMILES string, predict its absorption, distribution, metabolism, or excretion properties. Task type varies by dataset: regression for continuous measurements (e.g., permeability, clearance, half-life) or binary classification for categorical outcomes (e.g., BBB penetration, CYP inhibition). Dataset: cyp3a4_veith.. This data is from CYP3A4 inhibition data for predicting drug metabolism from PubChem BioAssay. (1) The drug is CO/N=C(/C)CCC(=O)OC[C@@H]1O[C@H](C#Cc2ccccc2)C=C[C@@H]1Oc1ccc(C)cc1. The result is 1 (inhibitor). (2) The result is 1 (inhibitor). The molecule is CCc1ccc(NC(=O)Cn2nc(C(F)(F)F)c3c2CCC3)cc1.